From a dataset of Forward reaction prediction with 1.9M reactions from USPTO patents (1976-2016). Predict the product of the given reaction. (1) Given the reactants [NH2:1][C@@H:2]1[CH2:7][CH2:6][C@H:5]([NH:8][C:9]([C:11]2[C:15]3[N:16]=[CH:17][N:18]=[C:19]([C:20]4[C:28]5[O:27][CH2:26][O:25][C:24]=5[CH:23]=[CH:22][C:21]=4[O:29][CH2:30][CH:31]4[CH2:33][CH2:32]4)[C:14]=3[NH:13][CH:12]=2)=[O:10])[CH2:4][CH2:3]1.Cl[C:35]([C@@H:37]([O:39]C(=O)C)[CH3:38])=[O:36], predict the reaction product. The product is: [OH:39][C@@H:37]([CH3:38])[C:35]([NH:1][CH:2]1[CH2:7][CH2:6][CH:5]([NH:8][C:9]([C:11]2[C:15]3[N:16]=[CH:17][N:18]=[C:19]([C:20]4[C:28]5[O:27][CH2:26][O:25][C:24]=5[CH:23]=[CH:22][C:21]=4[O:29][CH2:30][CH:31]4[CH2:33][CH2:32]4)[C:14]=3[NH:13][CH:12]=2)=[O:10])[CH2:4][CH2:3]1)=[O:36]. (2) Given the reactants [F:1][C:2]1[CH:7]=[CH:6][C:5]([CH:8]2[C:16]3[C:11](=[CH:12][C:13]([CH2:17][OH:18])=[CH:14][CH:15]=3)[CH2:10][O:9]2)=[CH:4][CH:3]=1.S([O-])([O-])(=O)=O.[Mg+2], predict the reaction product. The product is: [F:1][C:2]1[CH:7]=[CH:6][C:5]([CH:8]2[C:16]3[C:11](=[CH:12][C:13]([CH:17]=[O:18])=[CH:14][CH:15]=3)[CH2:10][O:9]2)=[CH:4][CH:3]=1. (3) Given the reactants [F:1][C:2]1[CH:9]=[CH:8][CH:7]=[C:6]([OH:10])[C:3]=1[C:4]#[N:5].COCCOC.[OH-].[Na+].Cl[CH:20]([F:22])[F:21], predict the reaction product. The product is: [F:21][CH:20]([F:22])[O:10][C:6]1[CH:7]=[CH:8][CH:9]=[C:2]([F:1])[C:3]=1[C:4]#[N:5]. (4) Given the reactants O[N:2]1C2C=CC=CC=2N=N1.C(N(C(C)C)C(C)C)C.C(=O)([O-])[O-].[NH4+].[NH4+].[Br:26][C:27]1[CH:28]=[C:29]([CH2:33][C:34]([OH:36])=O)[CH:30]=[CH:31][CH:32]=1.Cl.CN(C)CCCN=C=NCC, predict the reaction product. The product is: [Br:26][C:27]1[CH:28]=[C:29]([CH2:33][C:34]([NH2:2])=[O:36])[CH:30]=[CH:31][CH:32]=1. (5) Given the reactants ClCCl.[OH:4][C@H:5]([CH2:18][NH:19][C:20]1[CH:25]=[CH:24][C:23]([N:26]2[CH2:31][CH2:30][O:29][CH2:28][C:27]2=[O:32])=[CH:22][CH:21]=1)[CH2:6][N:7]1[C:15](=[O:16])[C:14]2[C:9](=[CH:10][CH:11]=[CH:12][CH:13]=2)[C:8]1=[O:17].[C:33](=O)([O-])[O-:34].[K+].[K+], predict the reaction product. The product is: [O:34]=[C:33]1[N:19]([C:20]2[CH:25]=[CH:24][C:23]([N:26]3[CH2:31][CH2:30][O:29][CH2:28][C:27]3=[O:32])=[CH:22][CH:21]=2)[CH2:18][C@H:5]([CH2:6][N:7]2[C:15](=[O:16])[C:14]3[C:9](=[CH:10][CH:11]=[CH:12][CH:13]=3)[C:8]2=[O:17])[O:4]1. (6) Given the reactants [Cl:1][C:2]1[C:7]([F:8])=[CH:6][CH:5]=[CH:4][C:3]=1[C@@H:9]([NH2:11])[CH3:10].C([O:16][C:17]([C:19]1[CH:24]=[CH:23][CH:22]=[CH:21][C:20]=1[C:25]1[CH:30]=[CH:29][C:28]([CH2:31][N:32]2[C:40]3[C:35](=[CH:36][C:37]([C:41](O)=[O:42])=[CH:38][CH:39]=3)[C:34]([CH3:44])=[C:33]2[CH3:45])=[CH:27][CH:26]=1)=[O:18])(C)(C)C, predict the reaction product. The product is: [Cl:1][C:2]1[C:7]([F:8])=[CH:6][CH:5]=[CH:4][C:3]=1[C@@H:9]([NH:11][C:41]([C:37]1[CH:36]=[C:35]2[C:40](=[CH:39][CH:38]=1)[N:32]([CH2:31][C:28]1[CH:27]=[CH:26][C:25]([C:20]3[C:19]([C:17]([OH:18])=[O:16])=[CH:24][CH:23]=[CH:22][CH:21]=3)=[CH:30][CH:29]=1)[C:33]([CH3:45])=[C:34]2[CH3:44])=[O:42])[CH3:10]. (7) Given the reactants [Br:1][C:2]1[C:8]([F:9])=[CH:7][C:5]([NH2:6])=[C:4](I)[CH:3]=1.C(=O)(O)[O-].[Na+].[C:16]([O:20][CH2:21][CH3:22])(=[O:19])[CH:17]=[CH2:18].CN(C=O)C, predict the reaction product. The product is: [NH2:6][C:5]1[CH:7]=[C:8]([F:9])[C:2]([Br:1])=[CH:3][C:4]=1/[CH:18]=[CH:17]/[C:16]([O:20][CH2:21][CH3:22])=[O:19]. (8) Given the reactants [N+:1]([C:4]1[CH:5]=[CH:6][C:7]2[N:8]([CH:20]([CH3:22])[CH3:21])[C:9]3[C:14]([C:15]=2[C:16]=1[CH:17]([CH3:19])[CH3:18])=[CH:13][CH:12]=[CH:11][CH:10]=3)([O-])=O.[H][H], predict the reaction product. The product is: [NH2:1][C:4]1[CH:5]=[CH:6][C:7]2[N:8]([CH:20]([CH3:22])[CH3:21])[C:9]3[C:14]([C:15]=2[C:16]=1[CH:17]([CH3:18])[CH3:19])=[CH:13][CH:12]=[CH:11][CH:10]=3. (9) Given the reactants [CH3:1][S:2](Cl)(=[O:4])=[O:3].[F:6][C:7]1[N:12]=[CH:11][C:10]([CH:13]([OH:15])[CH3:14])=[C:9]([I:16])[CH:8]=1.C(N(C(C)C)CC)(C)C, predict the reaction product. The product is: [F:6][C:7]1[N:12]=[CH:11][C:10]([CH:13]([O:15][S:2]([CH3:1])(=[O:4])=[O:3])[CH3:14])=[C:9]([I:16])[CH:8]=1. (10) The product is: [Cl:1][C:2]1[CH:3]=[C:4]([CH2:9][C:10]([OH:12])=[O:11])[CH:5]=[C:6]([S:8][C:14]2[CH:21]=[CH:20][C:19]([S:22]([CH2:25][CH3:26])(=[O:24])=[O:23])=[CH:18][C:15]=2[C:16]#[N:17])[CH:7]=1. Given the reactants [Cl:1][C:2]1[CH:3]=[C:4]([CH2:9][C:10]([OH:12])=[O:11])[CH:5]=[C:6]([SH:8])[CH:7]=1.Cl[C:14]1[CH:21]=[CH:20][C:19]([S:22]([CH2:25][CH3:26])(=[O:24])=[O:23])=[CH:18][C:15]=1[C:16]#[N:17], predict the reaction product.